Dataset: Catalyst prediction with 721,799 reactions and 888 catalyst types from USPTO. Task: Predict which catalyst facilitates the given reaction. Reactant: [C:1]([CH2:3][C:4](=[S:6])[NH2:5])#[N:2].[CH:7]([C:9]1[CH:14]=[CH:13][C:12]([N:15]2[CH2:20][CH2:19][N:18]([C:21]([O:23][C:24]([CH3:27])([CH3:26])[CH3:25])=[O:22])[CH2:17][CH2:16]2)=[CH:11][C:10]=1[N+:28]([O-:30])=[O:29])=O. Product: [NH2:5][C:4](=[S:6])[C:3]([C:1]#[N:2])=[CH:7][C:9]1[CH:14]=[CH:13][C:12]([N:15]2[CH2:20][CH2:19][N:18]([C:21]([O:23][C:24]([CH3:27])([CH3:25])[CH3:26])=[O:22])[CH2:17][CH2:16]2)=[CH:11][C:10]=1[N+:28]([O-:30])=[O:29]. The catalyst class is: 495.